This data is from Forward reaction prediction with 1.9M reactions from USPTO patents (1976-2016). The task is: Predict the product of the given reaction. (1) The product is: [Cl:1][C:2]1[C:9]([N+:10]([O-:12])=[O:11])=[CH:8][CH:7]=[CH:6][C:3]=1[CH:4]1[C:21]([C:22]([O:24][CH2:25][CH3:26])=[O:23])=[C:20]([CH2:27][CH2:28][CH3:29])[NH:13][C:14]2=[N:15][NH:16][CH:17]=[C:18]12. Given the reactants [Cl:1][C:2]1[C:9]([N+:10]([O-:12])=[O:11])=[CH:8][CH:7]=[CH:6][C:3]=1[CH:4]=O.[NH2:13][C:14]1[CH:18]=[CH:17][NH:16][N:15]=1.O=[C:20]([CH2:27][CH2:28][CH3:29])[CH2:21][C:22]([O:24][CH2:25][CH3:26])=[O:23], predict the reaction product. (2) Given the reactants Br[C:2]1[CH:9]=[CH:8][C:7]([F:10])=[CH:6][C:3]=1[C:4]#[N:5].[N+:11]([C:14]1[CH:15]=[C:16](B(O)O)[CH:17]=[CH:18][CH:19]=1)([O-:13])=[O:12], predict the reaction product. The product is: [F:10][C:7]1[CH:6]=[C:3]([C:4]#[N:5])[C:2]([C:18]2[CH:17]=[CH:16][CH:15]=[C:14]([N+:11]([O-:13])=[O:12])[CH:19]=2)=[CH:9][CH:8]=1. (3) Given the reactants B(F)(F)F.CCOCC.C(O[CH:13]([O:17][CH2:18][CH3:19])[O:14][CH2:15][CH3:16])C.[Cl:20][CH2:21][C:22](=[O:24])[CH3:23].CCN(C(C)C)C(C)C.C([O-])(O)=O.[Na+], predict the reaction product. The product is: [Cl:20][CH:21]([CH:13]([O:14][CH2:15][CH3:16])[O:17][CH2:18][CH3:19])[C:22](=[O:24])[CH3:23]. (4) Given the reactants C[O:2][C:3]1[CH:7]([CH2:8][CH2:9][CH2:10][C:11]2[CH:16]=[CH:15][CH:14]=[CH:13][CH:12]=2)[O:6][C:5](=[O:17])[CH:4]=1.Cl, predict the reaction product. The product is: [OH:2][C:3]1[CH:7]([CH2:8][CH2:9][CH2:10][C:11]2[CH:16]=[CH:15][CH:14]=[CH:13][CH:12]=2)[O:6][C:5](=[O:17])[CH:4]=1. (5) Given the reactants Cl[C:2]1[CH:7]=[CH:6][CH:5]=[CH:4][N:3]=1.[NH2:8][C:9]1[S:10][CH:11]=[CH:12][N:13]=1.C([O-])([O-])=O.[Na+].[Na+].CC1(C)C2C(=C(P(C3C=CC=CC=3)C3C=CC=CC=3)C=CC=2)OC2C(P(C3C=CC=CC=3)C3C=CC=CC=3)=CC=CC1=2.O, predict the reaction product. The product is: [N:3]1[CH:4]=[CH:5][CH:6]=[CH:7][C:2]=1[NH:8][C:9]1[S:10][CH:11]=[CH:12][N:13]=1. (6) Given the reactants [CH3:1][O:2][C:3]1[CH:10]=[CH:9][C:8]([CH3:11])=[CH:7][C:4]=1[CH:5]=O.COC1C=CC(C)=CC=1[C:21](=C)[C:22]([OH:24])=[O:23].C(O)(=O)C=C, predict the reaction product. The product is: [CH3:1][O:2][C:3]1[CH:10]=[CH:9][C:8]([CH3:11])=[CH:7][C:4]=1[CH2:5][CH2:21][C:22]([OH:24])=[O:23].